Dataset: Reaction yield outcomes from USPTO patents with 853,638 reactions. Task: Predict the reaction yield, written as a fraction of the theoretical maximum amount of product (1.0 means a 100% yield; for example, 0.34 means a 34% yield). (1) The reactants are C(OC([NH:8][C:9](=[NH:47])[C:10]1[S:14][C:13]([S:15][CH3:16])=[C:12]([S:17]([C:20]2[CH:21]=[C:22]([C:26]3[C:31]([CH3:32])=[CH:30][CH:29]=[CH:28][C:27]=3[NH:33][C:34](=[O:46])[NH:35][CH2:36][CH2:37][NH:38][C:39](=[O:45])[NH:40][CH2:41][C:42]([OH:44])=[O:43])[CH:23]=[CH:24][CH:25]=2)(=[O:19])=[O:18])[CH:11]=1)=O)(C)(C)C.[F:48][C:49]([F:54])([F:53])[C:50]([OH:52])=[O:51]. The catalyst is C(Cl)Cl. The product is [F:48][C:49]([F:54])([F:53])[C:50]([OH:52])=[O:51].[C:9]([C:10]1[S:14][C:13]([S:15][CH3:16])=[C:12]([S:17]([C:20]2[CH:21]=[C:22]([C:26]3[C:31]([CH3:32])=[CH:30][CH:29]=[CH:28][C:27]=3[NH:33][C:34](=[O:46])[NH:35][CH2:36][CH2:37][NH:38][C:39](=[O:45])[NH:40][CH2:41][C:42]([OH:44])=[O:43])[CH:23]=[CH:24][CH:25]=2)(=[O:19])=[O:18])[CH:11]=1)(=[NH:8])[NH2:47]. The yield is 0.600. (2) The reactants are [CH3:1][O:2][C:3]([C:5]1[C:10]([CH3:11])=[CH:9][C:8](Br)=[CH:7][N:6]=1)=[O:4].[F:13][C:14]([F:25])([F:24])[C:15]1[CH:16]=[C:17](B(O)O)[CH:18]=[CH:19][CH:20]=1.C(=O)([O-])[O-].[Na+].[Na+]. The yield is 0.870. The catalyst is O1CCOCC1.[Pd](Cl)Cl. The product is [CH3:1][O:2][C:3]([C:5]1[C:10]([CH3:11])=[CH:9][C:8]([C:19]2[CH:18]=[CH:17][CH:16]=[C:15]([C:14]([F:25])([F:24])[F:13])[CH:20]=2)=[CH:7][N:6]=1)=[O:4]. (3) The reactants are O1CCCCC1[O:7][C:8]1[CH:9]=[C:10]([CH2:17][C:18]#[N:19])[C:11]2[O:15][CH:14]=[CH:13][C:12]=2[CH:16]=1.O.C1(C)C=CC(S(O)(=O)=O)=CC=1. The catalyst is CO. The product is [OH:7][C:8]1[CH:9]=[C:10]([CH2:17][C:18]#[N:19])[C:11]2[O:15][CH:14]=[CH:13][C:12]=2[CH:16]=1. The yield is 0.955. (4) The reactants are CC[C:3]([O:5][C:6]([CH:8]([CH3:10])[CH3:9])=[O:7])=O.C[O-].[Na+].[CH:14]([C:16]([CH3:18])=[O:17])=C.C(O)(=O)C.N1C[CH2:26][CH2:25][CH2:24]1. The catalyst is CCOCC.O.CO. The product is [O:17]=[C:16]1[CH2:18][CH2:9][CH:8]([C:6]([O:5][CH3:3])=[O:7])[C:10]([CH:25]([CH3:26])[CH3:24])=[CH:14]1. The yield is 0.520. (5) The reactants are [CH3:1][S:2]([C:5]1[CH:10]=[CH:9][C:8]([NH:11][C:12]([C:14]2[CH:18]=[C:17]([CH3:19])[N:16]([C:20]3[CH:25]=[CH:24][CH:23]=[CH:22][C:21]=3Br)[C:15]=2[CH3:27])=[O:13])=[CH:7][CH:6]=1)(=[O:4])=[O:3].[Cl:28][C:29]1[CH:30]=[C:31](B(O)O)[CH:32]=[CH:33][CH:34]=1. The catalyst is COCCOC.CCO.C([O-])([O-])=O.[Na+].[Na+].C1C=CC(P(C2C=CC=CC=2)[C-]2C=CC=C2)=CC=1.C1C=CC(P(C2C=CC=CC=2)[C-]2C=CC=C2)=CC=1.Cl[Pd]Cl.[Fe+2]. The product is [CH3:1][S:2]([C:5]1[CH:10]=[CH:9][C:8]([NH:11][C:12]([C:14]2[CH:18]=[C:17]([CH3:19])[N:16]([C:20]3[CH:25]=[CH:24][CH:23]=[CH:22][C:21]=3[C:33]3[CH:32]=[CH:31][CH:30]=[C:29]([Cl:28])[CH:34]=3)[C:15]=2[CH3:27])=[O:13])=[CH:7][CH:6]=1)(=[O:4])=[O:3]. The yield is 0.480.